The task is: Predict the reactants needed to synthesize the given product.. This data is from Full USPTO retrosynthesis dataset with 1.9M reactions from patents (1976-2016). (1) Given the product [F:23][C:2]([F:1])([F:22])[C:3]1[CH:4]=[C:5]([C:9]2[CH2:10][CH2:11][NH:12][CH2:13][CH:14]=2)[CH:6]=[N:7][CH:8]=1, predict the reactants needed to synthesize it. The reactants are: [F:1][C:2]([F:23])([F:22])[C:3]1[CH:4]=[C:5]([C:9]2[CH2:10][CH2:11][N:12](C(OC(C)(C)C)=O)[CH2:13][CH:14]=2)[CH:6]=[N:7][CH:8]=1. (2) Given the product [CH:1]1([CH2:7][CH2:8][CH2:9][C@@H:10]([C:19]2[O:23][N:22]=[C:21]([CH3:24])[N:20]=2)[CH2:11][C:12]([OH:14])=[O:13])[CH2:6][CH2:5][CH2:4][CH2:3][CH2:2]1, predict the reactants needed to synthesize it. The reactants are: [CH:1]1([CH2:7][CH2:8][CH2:9][C@@H:10]([C:19]2[O:23][N:22]=[C:21]([CH3:24])[N:20]=2)[CH2:11][C:12]([O:14]C(C)(C)C)=[O:13])[CH2:6][CH2:5][CH2:4][CH2:3][CH2:2]1.FC(F)(F)C(O)=O.